Dataset: Experimentally validated miRNA-target interactions with 360,000+ pairs, plus equal number of negative samples. Task: Binary Classification. Given a miRNA mature sequence and a target amino acid sequence, predict their likelihood of interaction. (1) The miRNA is mmu-miR-1970 with sequence UGUGUCACUGGGGAUAGGCUUUG. Result: 0 (no interaction). The protein sequence of the target gene is MESGTVLLESKSSPLNLLHEMHELRLLGHLCDVTVSIENQGVHEDFMAHKAVLAATSKFFKEVFLNEKSADGTRTNVYLNEVQAVDFASFLEFVYTAKVRVEEDRVQQMLEVAEKLKCLDLSETCLQLKKQMLESVLLELQNFSESQEVEASSGPQVSVTPSSKASVPGEDAHSNGLVDSSDYPIERLGNGLSPETPSKKCKEKLDKKKDVAKPPFPKIRRASGRLAGKKVFVEIPKKKYTRRLREQQKSAEEAAENDKCPQDQSPDNERMETEPAAKSEACPASVELEESLQKVEGEKE.... (2) The miRNA is mmu-miR-3097-3p with sequence CUCAGACCUUUCUACCUGUCAG. The protein sequence of the target gene is MSFIFDWIYSGFSSVLQFLGLYKKTGKLVFLGLDNAGKTTLLHMLKDDRLGQHVPTLHPTSEELTIAGMTFTTFDLGGHVQARRVWKNYLPAINGIVFLVDCADHERLLESKEELDSLMTDETIANVPILILGNKIDRPEAISEERLREMFGLYGQTTGKGSISLKELNARPLEVFMCSVLKRQGYGEGFRWMAQYID. Result: 0 (no interaction). (3) The miRNA is hsa-miR-4442 with sequence GCCGGACAAGAGGGAGG. The protein sequence of the target gene is MSHAAEPARDAVEASAEGPRAVFLLLEERRPAESAQLLSLNSLLPESGIVADIELENILDPDSFYELKSQPLFLRSSLPISLQATPTTPATLSASSSAGGSRTPAMSSSSSRVLLRQQLMRAQAQEQERRERREQAAAAPFPSPAPASPAISVIGVSAGGHTLSRPPPAQVPREVLKVQTHLENPTRYHLQQARRQQVKQYLSTTLGPKLASQALTPPPGPSSAQPLPAPETAHATGPTGSAPNSPMALLTIGSSSEKEIDDVIDEIISLESSYNDEMLSYLPGGTAGLQLPSTLPVSGN.... Result: 0 (no interaction). (4) The miRNA is hsa-miR-6765-3p with sequence UCACCUGGCUGGCCCGCCCAG. The protein sequence of the target gene is MAALDLRAELDSLVLQLLGDLEELEGKRTVLNARVEEGWLSLAKARYAMGAKSVGPLQYASHMEPQVCLHASEAQEGLQKFKVVRAGVHAPEEVGPREAGLRRRKGPTKTPEPESSEAPQDPLNWFGILVPHSLRQAQASFRDGLQLAADIASLQNRIDWGRSQLRGLQEKLKQLEPGAA. Result: 1 (interaction). (5) The miRNA is hsa-miR-211-3p with sequence GCAGGGACAGCAAAGGGGUGC. The protein sequence of the target gene is MLSPKDILRKDLKLVHGYPMTCAFASNWEKIEQFHSRPDDIVIATYPKSGTTWVSEIIDMILNDGDIEKCKRGFITEKVPMLEMTLPGLRTSGIEQLEKNPSPRIVKTHLPTDLLPKSFWENNCKMIYLARNAKDVSVSYYHFDLMNNLQPFPGTWEEYLEKFLTGKVAYGSWFTHVKNWWKKKEEHPILFLYYEDMKENPKEEIKKIIRFLEKNLNDEILDRIIHHTSFEVMKDNPLVNYTHLPTTVMDHSKSPFMRKGTAGDWKNYFTVAQNEKFDAIYETEMSKTALQFRTEI. Result: 1 (interaction). (6) The miRNA is hsa-miR-221-3p with sequence AGCUACAUUGUCUGCUGGGUUUC. The protein sequence of the target gene is MERQVLRLRQAFRSGRSRPLRFRLQQLEALRRMVQEREKEILAAIAADLSKSELNAYSHEVITILGEIDFMLGNLPELASARPAKKNLLTMMDEAYVQPEPLGVVLIIGAWNYPFVLTMQPLVGAIAAGNAAIVKPSELSENTAKILAELLPQYLDQDLYAIVNGGIPETTELLKQRFDHILYTGNTAVGKIVMEAAAKHLTPVTLELGGKSPCYIDRDCDLDVACRRIAWGKYMNCGQTCIAPDYILCEASLQNQIVQKIKETVKDFYGENIKASPDYERIINLRHFKRLQSLLKGQKI.... Result: 0 (no interaction).